Task: Predict the reaction yield, written as a fraction of the theoretical maximum amount of product (1.0 means a 100% yield; for example, 0.34 means a 34% yield).. Dataset: Reaction yield outcomes from USPTO patents with 853,638 reactions (1) The reactants are [F:1][C:2]1[CH:15]=[CH:14][C:5]([O:6][C:7]2[CH:12]=[CH:11][C:10](N)=[CH:9][CH:8]=2)=[CH:4][CH:3]=1.S(=O)(=O)(O)O.N([O-])=O.[Na+].[I-:25].[Na+]. The catalyst is COCCOC.O. The product is [F:1][C:2]1[CH:15]=[CH:14][C:5]([O:6][C:7]2[CH:12]=[CH:11][C:10]([I:25])=[CH:9][CH:8]=2)=[CH:4][CH:3]=1. The yield is 0.950. (2) The reactants are [NH2:1][C:2]([C:21]1[CH:22]=[C:23]([CH2:27][CH2:28][CH2:29][CH2:30][CH2:31][CH2:32][C:33]([O:35]CC)=[O:34])[CH:24]=[CH:25][CH:26]=1)([C:10]1[CH:15]=[C:14]([C:16]([F:19])([F:18])[F:17])[CH:13]=[C:12]([F:20])[CH:11]=1)[CH2:3][C:4]1[CH:9]=[CH:8][CH:7]=[CH:6][CH:5]=1.[CH:38]1([N:43]=[C:44]=[O:45])[CH2:42][CH2:41][CH2:40][CH2:39]1.C1COCC1.[OH-].[Li+]. The catalyst is C(Cl)Cl. The product is [CH:38]1([NH:43][C:44](=[O:45])[NH:1][C:2]([C:21]2[CH:22]=[C:23]([CH2:27][CH2:28][CH2:29][CH2:30][CH2:31][CH2:32][C:33]([OH:35])=[O:34])[CH:24]=[CH:25][CH:26]=2)([C:10]2[CH:15]=[C:14]([C:16]([F:18])([F:17])[F:19])[CH:13]=[C:12]([F:20])[CH:11]=2)[CH2:3][C:4]2[CH:9]=[CH:8][CH:7]=[CH:6][CH:5]=2)[CH2:42][CH2:41][CH2:40][CH2:39]1. The yield is 0.530. (3) The reactants are [CH3:1][C@H:2]1[CH2:7][CH2:6][C@H:5]([NH:8][C:9]([C:11]2[CH:12]=[N:13][C:14]3[C:19]([C:20]=2Cl)=[CH:18][CH:17]=[C:16]([C:22]([F:25])([F:24])[F:23])[CH:15]=3)=[O:10])[CH2:4][CH2:3]1. The catalyst is [Pd].O1CCCC1.ClCCl. The product is [CH3:1][C@H:2]1[CH2:3][CH2:4][C@H:5]([NH:8][C:9]([C:11]2[CH:12]=[N:13][C:14]3[C:19]([CH:20]=2)=[CH:18][CH:17]=[C:16]([C:22]([F:25])([F:23])[F:24])[CH:15]=3)=[O:10])[CH2:6][CH2:7]1. The yield is 0.120. (4) The reactants are [CH2:1]([O:3][C:4](=[O:55])[CH2:5][N:6]([C:8](=[O:54])[C@@H:9]([NH:25][C:26](=[O:53])[C@@H:27]([NH2:52])[CH2:28][CH2:29][CH2:30][NH:31]/[C:32](/[NH2:51])=[N:33]\[S:34]([C:37]1[C:38]([CH3:50])=[C:39]([CH3:49])[C:40]2[O:44][C:43]([CH3:46])([CH3:45])[CH2:42][C:41]=2[C:47]=1[CH3:48])(=[O:36])=[O:35])[CH2:10][N:11]([CH3:24])[S:12]([C:15]1[CH:20]=[CH:19][CH:18]=[CH:17][C:16]=1[N+:21]([O-:23])=[O:22])(=[O:14])=[O:13])[CH3:7])[CH3:2].CCN(C(C)C)C(C)C.[CH3:65][C:66](OC(C)=O)=[O:67]. The catalyst is C(Cl)(Cl)Cl. The product is [CH2:1]([O:3][C:4](=[O:55])[CH2:5][N:6]([C:8](=[O:54])[C@@H:9]([NH:25][C:26](=[O:53])[C@@H:27]([NH:52][C:66](=[O:67])[CH3:65])[CH2:28][CH2:29][CH2:30][NH:31]/[C:32](/[NH2:51])=[N:33]\[S:34]([C:37]1[C:38]([CH3:50])=[C:39]([CH3:49])[C:40]2[O:44][C:43]([CH3:45])([CH3:46])[CH2:42][C:41]=2[C:47]=1[CH3:48])(=[O:35])=[O:36])[CH2:10][N:11]([CH3:24])[S:12]([C:15]1[CH:20]=[CH:19][CH:18]=[CH:17][C:16]=1[N+:21]([O-:23])=[O:22])(=[O:14])=[O:13])[CH3:7])[CH3:2]. The yield is 0.820. (5) The reactants are Cl[C:2]1[CH:3]=[CH:4][C:5]([N+:15]([O-:17])=[O:16])=[C:6]([NH:8][C:9](=[O:14])[C:10]([CH3:13])([CH3:12])[CH3:11])[CH:7]=1.[CH3:18][C:19]([SH:22])([CH3:21])[CH3:20].C(=O)([O-])[O-].[K+].[K+].O. The catalyst is CN(C)C=O. The product is [C:19]([S:22][C:2]1[CH:3]=[CH:4][C:5]([N+:15]([O-:17])=[O:16])=[C:6]([NH:8][C:9](=[O:14])[C:10]([CH3:13])([CH3:12])[CH3:11])[CH:7]=1)([CH3:21])([CH3:20])[CH3:18]. The yield is 0.880. (6) The reactants are [O:1]=[C:2]1[CH2:7][NH:6][CH2:5][CH2:4][N:3]1[C:8]1[CH:13]=[CH:12][C:11]([S:14]([NH:17][C:18]2[S:19][CH:20]=[CH:21][N:22]=2)(=[O:16])=[O:15])=[CH:10][CH:9]=1.[Cl:23][C:24]1[CH:25]=[C:26]2[C:31](=[CH:32][CH:33]=1)[N:30]([C@@H:34]([CH:38]([CH3:40])[CH3:39])[C:35](O)=[O:36])[CH2:29][CH2:28][CH2:27]2.CN(C(ON1N=NC2C=CC=NC1=2)=[N+](C)C)C.F[P-](F)(F)(F)(F)F.C(=O)(O)[O-].[Na+]. The catalyst is CN(C=O)C. The product is [Cl:23][C:24]1[CH:25]=[C:26]2[C:31](=[CH:32][CH:33]=1)[N:30]([C@@H:34]([CH:38]([CH3:40])[CH3:39])[C:35]([N:6]1[CH2:5][CH2:4][N:3]([C:8]3[CH:9]=[CH:10][C:11]([S:14]([NH:17][C:18]4[S:19][CH:20]=[CH:21][N:22]=4)(=[O:16])=[O:15])=[CH:12][CH:13]=3)[C:2](=[O:1])[CH2:7]1)=[O:36])[CH2:29][CH2:28][CH2:27]2. The yield is 0.320. (7) The reactants are [CH2:1]([C:3]1[CH:8]=[CH:7][C:6]([S:9](Cl)(=[O:11])=[O:10])=[CH:5][CH:4]=1)[CH3:2].[Cl:13][C:14]1[CH:20]=[CH:19][C:17]([NH2:18])=[CH:16][CH:15]=1.O. The catalyst is N1C=CC=CC=1. The product is [Cl:13][C:14]1[CH:20]=[CH:19][C:17]([NH:18][S:9]([C:6]2[CH:7]=[CH:8][C:3]([CH2:1][CH3:2])=[CH:4][CH:5]=2)(=[O:11])=[O:10])=[CH:16][CH:15]=1. The yield is 0.890. (8) The reactants are [NH2:1][C@H:2]1[CH2:7][CH2:6][N:5]([C:8]2[S:12][C:11]([C:13]([O:15][CH3:16])=[O:14])=[C:10]([CH3:17])[CH:9]=2)[CH2:4][C@H:3]1[O:18][CH3:19].[Cl:20][C:21]1[N:22]=[C:23]([C:28](O)=[O:29])[NH:24][C:25]=1[CH2:26][CH3:27].CCN=C=NCCCN(C)C.Cl.ON1C2C=CC=CC=2N=N1.CN1CCOCC1. No catalyst specified. The product is [Cl:20][C:21]1[N:22]=[C:23]([C:28]([NH:1][C@H:2]2[CH2:7][CH2:6][N:5]([C:8]3[S:12][C:11]([C:13]([O:15][CH3:16])=[O:14])=[C:10]([CH3:17])[CH:9]=3)[CH2:4][C@H:3]2[O:18][CH3:19])=[O:29])[NH:24][C:25]=1[CH2:26][CH3:27]. The yield is 0.860. (9) The reactants are [CH3:1][N:2]1[CH2:7][CH2:6][N:5]([C:8]([C:10]2[CH:22]=[C:21]3[C:13]([C:14]4[C:15](B5OC(C)(C)C(C)(C)O5)=[CH:16][CH:17]=[C:18]([C:23]([NH2:25])=[O:24])[C:19]=4[NH:20]3)=[CH:12][CH:11]=2)=[O:9])[CH2:4][CH2:3]1.Br[C:36]1[C:44]([F:45])=[C:43]2[C:39]([CH:40]=[CH:41][NH:42]2)=[CH:38][CH:37]=1.C(=O)([O-])[O-].[Na+].[Na+]. The catalyst is C1(C)C=CC=CC=1.C(O)C.C1C=CC([P]([Pd]([P](C2C=CC=CC=2)(C2C=CC=CC=2)C2C=CC=CC=2)([P](C2C=CC=CC=2)(C2C=CC=CC=2)C2C=CC=CC=2)[P](C2C=CC=CC=2)(C2C=CC=CC=2)C2C=CC=CC=2)(C2C=CC=CC=2)C2C=CC=CC=2)=CC=1. The product is [F:45][C:44]1[C:36]([C:15]2[C:14]3[C:13]4[C:21](=[CH:22][C:10]([C:8]([N:5]5[CH2:4][CH2:3][N:2]([CH3:1])[CH2:7][CH2:6]5)=[O:9])=[CH:11][CH:12]=4)[NH:20][C:19]=3[C:18]([C:23]([NH2:25])=[O:24])=[CH:17][CH:16]=2)=[CH:37][CH:38]=[C:39]2[C:43]=1[NH:42][CH:41]=[CH:40]2. The yield is 0.300.